This data is from Full USPTO retrosynthesis dataset with 1.9M reactions from patents (1976-2016). The task is: Predict the reactants needed to synthesize the given product. (1) Given the product [Cl:8][C:7]1[CH:6]=[N:5][N:4]([CH3:9])[C:3](=[O:10])[C:2]=1[O:29][C:26]1[CH:27]=[C:28]2[C:23](=[CH:24][CH:25]=1)[N:22]=[CH:21][N:20]=[C:19]2[NH:11][C:12]1[CH:16]=[CH:15][N:14]([CH3:17])[N:13]=1, predict the reactants needed to synthesize it. The reactants are: Cl[C:2]1[C:3](=[O:10])[N:4]([CH3:9])[N:5]=[CH:6][C:7]=1[Cl:8].[NH2:11][C:12]1[CH:16]=[CH:15][N:14]([CH3:17])[N:13]=1.Cl[C:19]1[C:28]2[C:23](=[CH:24][CH:25]=[C:26]([OH:29])[CH:27]=2)[N:22]=[CH:21][N:20]=1. (2) Given the product [Cl:1][C:2]1[C:3]([F:11])=[C:4]([CH:8]=[CH:9][CH:10]=1)[C:5]([NH:18][CH2:17][CH:16]([C:19]1[CH:20]=[N:21][C:22]([C:25]([F:28])([F:26])[F:27])=[CH:23][CH:24]=1)[CH2:15][CH:12]1[CH2:13][CH2:14]1)=[O:7], predict the reactants needed to synthesize it. The reactants are: [Cl:1][C:2]1[C:3]([F:11])=[C:4]([CH:8]=[CH:9][CH:10]=1)[C:5]([OH:7])=O.[CH:12]1([CH2:15][CH:16]([C:19]2[CH:20]=[N:21][C:22]([C:25]([F:28])([F:27])[F:26])=[CH:23][CH:24]=2)[CH2:17][NH2:18])[CH2:14][CH2:13]1. (3) Given the product [CH3:30][S:27]([C:24]1[CH:25]=[CH:26][C:21]([N:18]2[CH:19]=[CH:20][C:15]([O:14][CH:11]3[CH2:12][CH2:13][N:8]([C:5]4[CH:4]=[CH:3][C:2]([C:52]5[CH:57]=[CH:56][CH:55]=[CH:54][CH:53]=5)=[CH:7][N:6]=4)[CH2:9][CH2:10]3)=[CH:16][C:17]2=[O:31])=[CH:22][CH:23]=1)(=[O:29])=[O:28], predict the reactants needed to synthesize it. The reactants are: Br[C:2]1[CH:3]=[CH:4][C:5]([N:8]2[CH2:13][CH2:12][CH:11]([O:14][C:15]3[CH:20]=[CH:19][N:18]([C:21]4[CH:26]=[CH:25][C:24]([S:27]([CH3:30])(=[O:29])=[O:28])=[CH:23][CH:22]=4)[C:17](=[O:31])[CH:16]=3)[CH2:10][CH2:9]2)=[N:6][CH:7]=1.BrC1C=NC(N2CCC(OC3C=CN([C:52]4[CH:57]=[CH:56][C:55](S(C)(=O)=O)=[CH:54][CH:53]=4)C(=O)C=3)CC2)=NC=1.C1(B(O)O)CC1.